From a dataset of Forward reaction prediction with 1.9M reactions from USPTO patents (1976-2016). Predict the product of the given reaction. (1) Given the reactants [C:1]([O:5][C:6]([NH:8][CH2:9][CH:10]1[CH2:15][CH2:14][N:13]([CH2:16][C:17]2([C:23]([O:25]C)=[O:24])[CH2:22][CH2:21][O:20][CH2:19][CH2:18]2)[CH2:12][CH2:11]1)=[O:7])([CH3:4])([CH3:3])[CH3:2].Cl, predict the reaction product. The product is: [C:1]([O:5][C:6]([NH:8][CH2:9][CH:10]1[CH2:11][CH2:12][N:13]([CH2:16][C:17]2([C:23]([OH:25])=[O:24])[CH2:18][CH2:19][O:20][CH2:21][CH2:22]2)[CH2:14][CH2:15]1)=[O:7])([CH3:4])([CH3:2])[CH3:3]. (2) Given the reactants ClC1C(C(OC)=O)=CC=C2C=1C=CN2.[NH2:15][C:16]1[C:25]([N+:26]([O-:28])=[O:27])=[CH:24][C:19]([C:20]([O:22][CH3:23])=[O:21])=[C:18]([Cl:29])[C:17]=1[C:30]#[CH:31], predict the reaction product. The product is: [Cl:29][C:18]1[C:19]([C:20]([O:22][CH3:23])=[O:21])=[CH:24][C:25]([N+:26]([O-:28])=[O:27])=[C:16]2[C:17]=1[CH:30]=[CH:31][NH:15]2. (3) Given the reactants [F:1][CH:2]([F:27])[C:3]1[CH:8]=[CH:7][N:6]=[C:5]([NH:9][C:10]2[CH:15]=[C:14]([C:16]3[CH:17]=[N:18][N:19]([CH:21]([C:23]([CH3:25])=[CH2:24])[CH3:22])[CH:20]=3)[CH:13]=[C:12]([CH3:26])[CH:11]=2)[N:4]=1.C[N+]1([O-])CC[O:32]CC1.C1COCC1.[OH2:41], predict the reaction product. The product is: [F:27][CH:2]([F:1])[C:3]1[CH:8]=[CH:7][N:6]=[C:5]([NH:9][C:10]2[CH:15]=[C:14]([C:16]3[CH:17]=[N:18][N:19]([CH:21]([CH3:22])[C:23]([CH3:25])([OH:32])[CH2:24][OH:41])[CH:20]=3)[CH:13]=[C:12]([CH3:26])[CH:11]=2)[N:4]=1. (4) Given the reactants [C:1]([O:5][C:6]([NH:8][CH2:9][C:10]1[N:11]([CH2:30][CH:31]([CH3:33])[CH3:32])[C:12](=[O:29])[C:13]2[C:18]([C:19]=1C1C=CC=CC=1)=[CH:17][C:16]([C:26]([OH:28])=O)=[CH:15][CH:14]=2)=[O:7])([CH3:4])([CH3:3])[CH3:2].Cl.[CH3:35][NH:36][O:37][CH3:38].O.ON1[C:45]2[CH:46]=[CH:47][CH:48]=[CH:49][C:44]=2N=N1.Cl.C(N=C=NCCCN(C)C)C.C(N(CC)CC)C.C(O)(=O)CC(CC(O)=O)(C(O)=O)O, predict the reaction product. The product is: [CH2:30]([N:11]1[C:10]([CH2:9][NH:8][C:6](=[O:7])[O:5][C:1]([CH3:2])([CH3:4])[CH3:3])=[C:19]([C:44]2[CH:45]=[CH:46][CH:47]=[CH:48][CH:49]=2)[C:18]2[C:13](=[CH:14][CH:15]=[C:16]([C:26]([N:36]([O:37][CH3:38])[CH3:35])=[O:28])[CH:17]=2)[C:12]1=[O:29])[CH:31]([CH3:32])[CH3:33]. (5) Given the reactants [NH2:1][C:2]1[C:10]2[C:9]([C:11]3[CH:16]=[CH:15][CH:14]=[C:13]([NH2:17])[CH:12]=3)=[N:8][CH:7]=[N:6][C:5]=2[S:4][C:3]=1[C:18]([NH2:20])=[O:19].[C:21]1([CH2:27][C:28](Cl)=[O:29])[CH:26]=[CH:25][CH:24]=[CH:23][CH:22]=1.C(N(C(C)C)CC)(C)C, predict the reaction product. The product is: [NH2:1][C:2]1[C:10]2[C:9]([C:11]3[CH:16]=[CH:15][CH:14]=[C:13]([NH:17][C:28](=[O:29])[CH2:27][C:21]4[CH:26]=[CH:25][CH:24]=[CH:23][CH:22]=4)[CH:12]=3)=[N:8][CH:7]=[N:6][C:5]=2[S:4][C:3]=1[C:18]([NH2:20])=[O:19]. (6) Given the reactants Br[CH2:2][C:3]([NH:5][CH2:6][C:7]([O:9][CH2:10][N:11]1[C:16](=[O:17])[CH2:15][CH2:14][CH:13]([N:18]2[C:26](=[O:27])[C:25]3[C:20](=[CH:21][CH:22]=[CH:23][CH:24]=3)[C:19]2=[O:28])[C:12]1=[O:29])=[O:8])=[O:4].[CH2:30]([NH:32][CH2:33][CH3:34])[CH3:31], predict the reaction product. The product is: [CH2:30]([N:32]([CH2:33][CH3:34])[CH2:2][C:3]([NH:5][CH2:6][C:7]([O:9][CH2:10][N:11]1[C:16](=[O:17])[CH2:15][CH2:14][CH:13]([N:18]2[C:26](=[O:27])[C:25]3[C:20](=[CH:21][CH:22]=[CH:23][CH:24]=3)[C:19]2=[O:28])[C:12]1=[O:29])=[O:8])=[O:4])[CH3:31]. (7) Given the reactants C([O:3][C:4](=[O:44])[CH2:5][CH2:6][CH2:7][O:8][C:9]1[CH:14]=[CH:13][CH:12]=[C:11]([CH2:15][CH2:16][CH2:17][CH2:18][CH2:19][CH2:20][O:21][C:22]2[CH:27]=[C:26]([C:28]3[CH:32]=[CH:31][NH:30][N:29]=3)[CH:25]=[C:24]([S:33]([CH3:36])(=[O:35])=[O:34])[CH:23]=2)[C:10]=1[CH2:37][CH2:38][C:39]([O:41]CC)=[O:40])C.[OH-].[Na+], predict the reaction product. The product is: [C:39]([CH2:38][CH2:37][C:10]1[C:11]([CH2:15][CH2:16][CH2:17][CH2:18][CH2:19][CH2:20][O:21][C:22]2[CH:27]=[C:26]([C:28]3[CH:32]=[CH:31][NH:30][N:29]=3)[CH:25]=[C:24]([S:33]([CH3:36])(=[O:35])=[O:34])[CH:23]=2)=[CH:12][CH:13]=[CH:14][C:9]=1[O:8][CH2:7][CH2:6][CH2:5][C:4]([OH:44])=[O:3])([OH:41])=[O:40].